This data is from Full USPTO retrosynthesis dataset with 1.9M reactions from patents (1976-2016). The task is: Predict the reactants needed to synthesize the given product. (1) Given the product [CH3:37][N:38]1[CH2:2][C:3]2[N:8]([C:9]3[CH:14]=[CH:13][CH:12]=[C:11]([C:15]([F:17])([F:16])[F:18])[CH:10]=3)[C:7](=[O:19])[NH:6][CH:5]([C:20]3[CH:25]=[CH:24][C:23]([C:26]#[N:27])=[CH:22][C:21]=3[C:28]([F:29])([F:31])[F:30])[C:4]=2[C:32](=[O:34])[NH:39]1, predict the reactants needed to synthesize it. The reactants are: Br[CH2:2][C:3]1[N:8]([C:9]2[CH:14]=[CH:13][CH:12]=[C:11]([C:15]([F:18])([F:17])[F:16])[CH:10]=2)[C:7](=[O:19])[NH:6][CH:5]([C:20]2[CH:25]=[CH:24][C:23]([C:26]#[N:27])=[CH:22][C:21]=2[C:28]([F:31])([F:30])[F:29])[C:4]=1[C:32]([O:34]CC)=O.[CH3:37][NH:38][NH2:39]. (2) The reactants are: [CH3:1][O:2][C:3](=[O:23])[CH:4]([O:20][CH2:21][CH3:22])[CH2:5][C:6]1[CH:11]=[CH:10][CH:9]=[C:8]([O:12]CC2C=CC=CC=2)[CH:7]=1.COC(=O)C(OC)CC1C=CC=C(O)C=1. Given the product [CH3:1][O:2][C:3](=[O:23])[CH:4]([O:20][CH2:21][CH3:22])[CH2:5][C:6]1[CH:11]=[CH:10][CH:9]=[C:8]([OH:12])[CH:7]=1, predict the reactants needed to synthesize it.